From a dataset of Forward reaction prediction with 1.9M reactions from USPTO patents (1976-2016). Predict the product of the given reaction. (1) Given the reactants [F:1][C:2]1[CH:7]=[CH:6][C:5]([C:8]([CH3:26])=[CH:9][N:10]2[C:18]3[CH:17]=[CH:16][C:15]([NH:19][CH3:20])=[CH:14][C:13]=3[C:12]3[CH2:21][N:22]([CH3:25])[CH2:23][CH2:24][C:11]2=3)=[CH:4][CH:3]=1.C(O[C:31](=[O:33])[CH3:32])(=O)C.[OH-].[Na+], predict the reaction product. The product is: [F:1][C:2]1[CH:3]=[CH:4][C:5](/[C:8](/[CH3:26])=[CH:9]/[N:10]2[C:18]3[CH:17]=[CH:16][C:15]([N:19]([CH3:20])[C:31](=[O:33])[CH3:32])=[CH:14][C:13]=3[C:12]3[CH2:21][N:22]([CH3:25])[CH2:23][CH2:24][C:11]2=3)=[CH:6][CH:7]=1. (2) Given the reactants C[O:2][C:3](=[O:30])[CH2:4][C:5]1[CH:10]=[CH:9][C:8]([C:11]#[C:12][C:13]2[CH:18]=[C:17]([C:19]([CH3:22])([CH3:21])[CH3:20])[C:16]([O:23][CH3:24])=[C:15]([C:25]([CH3:28])([CH3:27])[CH3:26])[CH:14]=2)=[CH:7][C:6]=1[F:29].[OH-].[Na+].C(O)C.O, predict the reaction product. The product is: [C:19]([C:17]1[CH:18]=[C:13]([C:12]#[C:11][C:8]2[CH:9]=[CH:10][C:5]([CH2:4][C:3]([OH:30])=[O:2])=[C:6]([F:29])[CH:7]=2)[CH:14]=[C:15]([C:25]([CH3:28])([CH3:27])[CH3:26])[C:16]=1[O:23][CH3:24])([CH3:20])([CH3:21])[CH3:22].